This data is from NCI-60 drug combinations with 297,098 pairs across 59 cell lines. The task is: Regression. Given two drug SMILES strings and cell line genomic features, predict the synergy score measuring deviation from expected non-interaction effect. Synergy scores: CSS=-8.17, Synergy_ZIP=3.17, Synergy_Bliss=-1.75, Synergy_Loewe=-6.07, Synergy_HSA=-8.30. Cell line: HL-60(TB). Drug 1: C#CCC(CC1=CN=C2C(=N1)C(=NC(=N2)N)N)C3=CC=C(C=C3)C(=O)NC(CCC(=O)O)C(=O)O. Drug 2: C1CN(P(=O)(OC1)NCCCl)CCCl.